This data is from Reaction yield outcomes from USPTO patents with 853,638 reactions. The task is: Predict the reaction yield, written as a fraction of the theoretical maximum amount of product (1.0 means a 100% yield; for example, 0.34 means a 34% yield). The reactants are [CH2:1]([O:5][C:6]([NH:8][C@@H:9]([CH2:15][CH2:16][C:17](=[O:34])[N:18]1[CH2:22][CH2:21][C:20]2([CH2:27][CH2:26][N:25]([C:28]3[CH:33]=[CH:32][N:31]=[CH:30][CH:29]=3)[CH2:24][CH2:23]2)[CH2:19]1)[C:10]([O:12]CC)=[O:11])=[O:7])[CH2:2][CH2:3][CH3:4].[Li+].[OH-]. The catalyst is O1CCOCC1. The product is [CH2:1]([O:5][C:6]([NH:8][C@@H:9]([CH2:15][CH2:16][C:17](=[O:34])[N:18]1[CH2:22][CH2:21][C:20]2([CH2:27][CH2:26][N:25]([C:28]3[CH:29]=[CH:30][N:31]=[CH:32][CH:33]=3)[CH2:24][CH2:23]2)[CH2:19]1)[C:10]([OH:12])=[O:11])=[O:7])[CH2:2][CH2:3][CH3:4]. The yield is 0.410.